This data is from Reaction yield outcomes from USPTO patents with 853,638 reactions. The task is: Predict the reaction yield, written as a fraction of the theoretical maximum amount of product (1.0 means a 100% yield; for example, 0.34 means a 34% yield). (1) The reactants are [C:1]([C:5]1[O:6][C:7]2[C:8](=[C:10]([C:14]([OH:16])=O)[CH:11]=[CH:12][CH:13]=2)[N:9]=1)([CH3:4])([CH3:3])[CH3:2].Cl.Cl.[NH2:19][C@H:20]1[CH:25]2[CH2:26][CH2:27][N:22]([CH2:23][CH2:24]2)[CH2:21]1.Cl.C(N=C=NCCCN(C)C)C.ON1C2C=CC=CC=2N=N1.C(N(CC)CC)C. The catalyst is CN(C=O)C.ClCCl. The product is [N:22]12[CH2:27][CH2:26][CH:25]([CH2:24][CH2:23]1)[C@H:20]([NH:19][C:14]([C:10]1[CH:11]=[CH:12][CH:13]=[C:7]3[O:6][C:5]([C:1]([CH3:2])([CH3:3])[CH3:4])=[N:9][C:8]=13)=[O:16])[CH2:21]2. The yield is 0.650. (2) The reactants are [Cl:1][C:2]1[CH:9]=[C:8]([N:10]2[CH:14]([CH3:15])[C:13](=[O:16])[C:12]([CH3:18])([CH3:17])[C:11]2=[O:19])[CH:7]=[CH:6][C:3]=1[C:4]#[N:5].[Cl-].[NH4+].[CH2:22]1COCC1. No catalyst specified. The product is [Cl:1][C:2]1[CH:9]=[C:8]([N:10]2[C:11](=[O:19])[C:12]([CH3:18])([CH3:17])[C@:13]([OH:16])([CH3:22])[C@H:14]2[CH3:15])[CH:7]=[CH:6][C:3]=1[C:4]#[N:5]. The yield is 0.300. (3) The reactants are [CH2:1]([O:3][C:4]([C:6]1[N:7]([CH3:14])[CH:8]=[C:9]([N+:11]([O-])=O)[N:10]=1)=[O:5])[CH3:2].N1C=CN=C1.[F:20][C:21]([F:45])([F:44])[C:22]1[CH:27]=[CH:26][C:25]([S:28][CH2:29][CH2:30][O:31][C:32](=O)[O:33]C2C=CC([N+]([O-])=O)=CC=2)=[CH:24][CH:23]=1.CCN(C(C)C)C(C)C.C1C=CC2N(O)N=NC=2C=1. The catalyst is CC(=O)OCC.C(Cl)Cl.CN(C1C=CN=CC=1)C.[Pd].O. The product is [CH2:1]([O:3][C:4]([C:6]1[N:7]([CH3:14])[CH:8]=[C:9]([NH:11][C:32]([O:31][CH2:30][CH2:29][S:28][C:25]2[CH:26]=[CH:27][C:22]([C:21]([F:20])([F:45])[F:44])=[CH:23][CH:24]=2)=[O:33])[N:10]=1)=[O:5])[CH3:2]. The yield is 0.774. (4) The reactants are [CH3:1][N:2]1[CH2:7][CH2:6][CH:5]([C:8]2[CH:17]=[CH:16][C:11]([C:12]([O:14]C)=O)=[CH:10][CH:9]=2)[CH2:4][CH2:3]1.[CH3:18][O:19][C:20]1[CH:21]=[C:22]([CH2:28][O:29][C:30]2[CH:31]=[C:32]([NH2:35])[NH:33][N:34]=2)[CH:23]=[C:24]([O:26][CH3:27])[CH:25]=1.C[Al](C)C.C1(C)C=CC=CC=1. No catalyst specified. The product is [CH3:27][O:26][C:24]1[CH:23]=[C:22]([CH2:28][O:29][C:30]2[CH:31]=[C:32]([NH:35][C:12](=[O:14])[C:11]3[CH:10]=[CH:9][C:8]([CH:5]4[CH2:4][CH2:3][N:2]([CH3:1])[CH2:7][CH2:6]4)=[CH:17][CH:16]=3)[NH:33][N:34]=2)[CH:21]=[C:20]([O:19][CH3:18])[CH:25]=1. The yield is 0.465.